Dataset: Peptide-MHC class I binding affinity with 185,985 pairs from IEDB/IMGT. Task: Regression. Given a peptide amino acid sequence and an MHC pseudo amino acid sequence, predict their binding affinity value. This is MHC class I binding data. (1) The peptide sequence is QTEENLLDF. The MHC is HLA-B08:01 with pseudo-sequence HLA-B08:01. The binding affinity (normalized) is 0.213. (2) The peptide sequence is FHERGYVKL. The MHC is HLA-A11:01 with pseudo-sequence HLA-A11:01. The binding affinity (normalized) is 0.0847.